From a dataset of Forward reaction prediction with 1.9M reactions from USPTO patents (1976-2016). Predict the product of the given reaction. (1) The product is: [CH:1]#[C:2][CH2:3][CH2:4][CH2:5][CH2:6][CH2:7][C:8]#[C:9][C:11]#[C:12][CH2:13][CH2:14][CH2:15][CH2:16][CH2:17][CH2:18][CH2:19][CH3:20]. Given the reactants [CH:1]#[C:2][CH2:3][CH2:4][CH2:5][CH2:6][CH2:7][C:8]#[CH:9].I[C:11]#[C:12][CH2:13][CH2:14][CH2:15][CH2:16][CH2:17][CH2:18][CH2:19][CH3:20], predict the reaction product. (2) Given the reactants [C:1]([O:9][C@H:10]([C@@H:13]1[CH2:17][C@@H:16]([CH3:18])[CH:15]([OH:19])[O:14]1)[CH2:11][CH3:12])(=[O:8])[C:2]1[CH:7]=[CH:6][CH:5]=[CH:4][CH:3]=1.[C:20](OC(=O)C)(=[O:22])[CH3:21], predict the reaction product. The product is: [C:1]([O:9][C@H:10]([C@@H:13]1[CH2:17][C@@H:16]([CH3:18])[CH:15]([O:19][C:20](=[O:22])[CH3:21])[O:14]1)[CH2:11][CH3:12])(=[O:8])[C:2]1[CH:7]=[CH:6][CH:5]=[CH:4][CH:3]=1. (3) Given the reactants C(O[C:4](=[O:16])[C:5]1[CH:10]=[CH:9][C:8]([N+:11]([O-:13])=[O:12])=[CH:7][C:6]=1[CH2:14]Br)C.Cl.[CH2:18]([O:20][C:21](=[O:25])[CH2:22][CH2:23][NH2:24])[CH3:19].C(=O)(O)[O-].[Na+], predict the reaction product. The product is: [CH2:18]([O:20][C:21](=[O:25])[CH2:22][CH2:23][N:24]1[CH2:14][C:6]2[C:5](=[CH:10][CH:9]=[C:8]([N+:11]([O-:13])=[O:12])[CH:7]=2)[C:4]1=[O:16])[CH3:19]. (4) Given the reactants [CH3:1][N:2]1[C:6]2[CH:7]=[CH:8][C:9]([N+:11]([O-])=O)=[CH:10][C:5]=2[N:4]=[N:3]1.Cl[Sn]Cl, predict the reaction product. The product is: [NH2:11][C:9]1[CH:8]=[CH:7][C:6]2[N:2]([CH3:1])[N:3]=[N:4][C:5]=2[CH:10]=1.